From a dataset of Catalyst prediction with 721,799 reactions and 888 catalyst types from USPTO. Predict which catalyst facilitates the given reaction. Reactant: Br[C:2]1[N:6]([S:7]([C:10]2[CH:11]=[N:12][CH:13]=[CH:14][CH:15]=2)(=[O:9])=[O:8])[CH:5]=[C:4]([CH2:16][N:17]([CH3:25])[C:18](=[O:24])[O:19][C:20]([CH3:23])([CH3:22])[CH3:21])[CH:3]=1.[C:26]([C:28]1[CH:29]=[C:30](B(O)O)[CH:31]=[CH:32][CH:33]=1)#[N:27].C(=O)([O-])[O-].[Na+].[Na+]. Product: [C:26]([C:28]1[CH:33]=[C:32]([C:2]2[N:6]([S:7]([C:10]3[CH:11]=[N:12][CH:13]=[CH:14][CH:15]=3)(=[O:9])=[O:8])[CH:5]=[C:4]([CH2:16][N:17]([CH3:25])[C:18](=[O:24])[O:19][C:20]([CH3:23])([CH3:22])[CH3:21])[CH:3]=2)[CH:31]=[CH:30][CH:29]=1)#[N:27]. The catalyst class is: 73.